This data is from Reaction yield outcomes from USPTO patents with 853,638 reactions. The task is: Predict the reaction yield, written as a fraction of the theoretical maximum amount of product (1.0 means a 100% yield; for example, 0.34 means a 34% yield). (1) The reactants are [Li+].[OH-].[CH3:3][C:4]1[CH:5]=[C:6]([CH2:11][C:12]([NH:14][C@@H:15]([CH2:20][C:21]2[C:29]3[C:24](=[CH:25][CH:26]=[CH:27][CH:28]=3)[NH:23][CH:22]=2)[C:16]([O:18]C)=[O:17])=[O:13])[CH:7]=[C:8]([CH3:10])[CH:9]=1.O. The catalyst is CO. The product is [CH3:10][C:8]1[CH:7]=[C:6]([CH2:11][C:12]([NH:14][C@@H:15]([CH2:20][C:21]2[C:29]3[C:24](=[CH:25][CH:26]=[CH:27][CH:28]=3)[NH:23][CH:22]=2)[C:16]([OH:18])=[O:17])=[O:13])[CH:5]=[C:4]([CH3:3])[CH:9]=1. The yield is 0.930. (2) The reactants are [CH:1]1([Mg]Br)[CH2:3][CH2:2]1.[Cl:6][C:7]1[CH:8]=[CH:9][C:10]([C:31]([O:33]C)=O)=[C:11]2[C:15]=1[N:14]=[C:13]1[N:16]([C:20]3[C:21]([O:29][CH3:30])=[N:22][C:23]([CH3:28])=[N:24][C:25]=3[O:26][CH3:27])[CH2:17][CH2:18][CH2:19][N:12]21.O1[CH2:39][CH2:38][CH2:37]C1. No catalyst specified. The product is [Cl:6][C:7]1[C:15]2[N:14]=[C:13]3[N:16]([C:20]4[C:25]([O:26][CH3:27])=[N:24][C:23]([CH3:28])=[N:22][C:21]=4[O:29][CH3:30])[CH2:17][CH2:18][CH2:19][N:12]3[C:11]=2[C:10]([C:31]([CH:37]2[CH2:38][CH2:39]2)([CH:1]2[CH2:3][CH2:2]2)[OH:33])=[CH:9][CH:8]=1. The yield is 0.550. (3) The reactants are [C:1]1([C:6]2[CH:11]=[C:10]([NH:12][C:13]3[CH:18]=[CH:17][C:16]([CH2:19][C:20]([OH:22])=[O:21])=[CH:15][CH:14]=3)[CH:9]=[C:8]([C:23]([F:26])([F:25])[F:24])[N:7]=2)[CH2:5][CH2:4][CH2:3][CH:2]=1. The catalyst is C(O)C.[Pd]. The product is [CH:1]1([C:6]2[CH:11]=[C:10]([NH:12][C:13]3[CH:18]=[CH:17][C:16]([CH2:19][C:20]([OH:22])=[O:21])=[CH:15][CH:14]=3)[CH:9]=[C:8]([C:23]([F:26])([F:24])[F:25])[N:7]=2)[CH2:5][CH2:4][CH2:3][CH2:2]1. The yield is 0.430. (4) The product is [Cl:1][C:2]1[CH:3]=[CH:4][C:5]([NH:6][C:13]([NH:25][C:26]2[CH:41]=[CH:40][C:29]([O:30][C:31]3[CH:36]=[CH:35][N:34]=[C:33]([C:37](=[O:38])[NH2:39])[CH:32]=3)=[CH:28][CH:27]=2)=[O:14])=[CH:7][C:8]=1[C:9]([F:10])([F:11])[F:12]. The catalyst is ClC(Cl)C.C1COCC1. The yield is 0.820. The reactants are [Cl:1][C:2]1[C:8]([C:9]([F:12])([F:11])[F:10])=[CH:7][C:5]([NH2:6])=[CH:4][CH:3]=1.[C:13](N1C=CN=C1)(N1C=CN=C1)=[O:14].[NH2:25][C:26]1[CH:41]=[CH:40][C:29]([O:30][C:31]2[CH:36]=[CH:35][N:34]=[C:33]([C:37]([NH2:39])=[O:38])[CH:32]=2)=[CH:28][CH:27]=1.CCOC(C)=O. (5) The reactants are [C:1]([O:5][C:6]([N:8]1[C:12]2[CH:13]=[CH:14][S:15][C:11]=2[C:10](I)=[N:9]1)=[O:7])([CH3:4])([CH3:3])[CH3:2].[C:17]([Si:21]([CH3:43])([CH3:42])[O:22][C:23]1[CH:24]=[C:25]2[C:29](=[CH:30][CH:31]=1)[N:28]([C:32]([O:34][C:35]([CH3:38])([CH3:37])[CH3:36])=[O:33])[C:27](B(O)O)=[CH:26]2)([CH3:20])([CH3:19])[CH3:18].C(=O)([O-])[O-].[Cs+].[Cs+]. The catalyst is O1CCOCC1.O.C(OCC)(=O)C. The product is [C:35]([O:34][C:32]([N:28]1[C:29]2[C:25](=[CH:24][C:23]([O:22][Si:21]([C:17]([CH3:20])([CH3:19])[CH3:18])([CH3:42])[CH3:43])=[CH:31][CH:30]=2)[CH:26]=[C:27]1[C:10]1[C:11]2[S:15][CH:14]=[CH:13][C:12]=2[N:8]([C:6]([O:5][C:1]([CH3:4])([CH3:3])[CH3:2])=[O:7])[N:9]=1)=[O:33])([CH3:38])([CH3:37])[CH3:36]. The yield is 0.610. (6) The reactants are [C:1]([O-])([O-])=O.[K+].[K+].[CH2:7]([O:14][N:15]1[C:21](=[O:22])[N:20]2[CH2:23][C@H:16]1[CH2:17][CH2:18][C@H:19]2[C:24]1[O:25][C:26]([CH:29]2[CH2:34][CH2:33][NH:32][CH2:31][CH2:30]2)=[N:27][N:28]=1)[C:8]1[CH:13]=[CH:12][CH:11]=[CH:10][CH:9]=1.COS(OC)(=O)=O. The catalyst is CC(C)=O. The product is [CH2:7]([O:14][N:15]1[C:21](=[O:22])[N:20]2[CH2:23][C@H:16]1[CH2:17][CH2:18][C@H:19]2[C:24]1[O:25][C:26]([CH:29]2[CH2:34][CH2:33][N:32]([CH3:1])[CH2:31][CH2:30]2)=[N:27][N:28]=1)[C:8]1[CH:9]=[CH:10][CH:11]=[CH:12][CH:13]=1. The yield is 0.330. (7) The reactants are [Cl:1][C:2]1[CH:3]=[CH:4][C:5]2=[C:6]([CH:26]=1)[O:7][CH2:8][C:9]1[N:25]=[CH:24][CH:23]=[CH:22][C:10]=1/[C:11]/2=[C:12](\[C:15]1[CH:16]=[C:17]([NH2:21])[CH:18]=[CH:19][CH:20]=1)/[CH2:13][CH3:14].N1C=CC=CC=1.[CH3:33][S:34](Cl)(=[O:36])=[O:35].C(O)(=O)CC(CC(O)=O)(C(O)=O)O. The catalyst is ClCCl.C(O)(C)C. The product is [Cl:1][C:2]1[CH:3]=[CH:4][C:5]2=[C:6]([CH:26]=1)[O:7][CH2:8][C:9]1[N:25]=[CH:24][CH:23]=[CH:22][C:10]=1/[C:11]/2=[C:12](\[C:15]1[CH:16]=[C:17]([NH:21][S:34]([CH3:33])(=[O:36])=[O:35])[CH:18]=[CH:19][CH:20]=1)/[CH2:13][CH3:14]. The yield is 0.714. (8) The reactants are [Br:1][C:2]1[CH:3]=[C:4]([NH:10][C:11]2[CH:16]=[CH:15][C:14]([N:17]3[CH2:22][CH2:21][NH:20][CH2:19][C:18]3([CH3:24])[CH3:23])=[CH:13][N:12]=2)[C:5](=[O:9])[N:6]([CH3:8])[CH:7]=1.[O:25]1[CH2:28][C:27](=O)[CH2:26]1.[BH3-]C#N.[Na+]. The catalyst is CO.[Cl-].[Zn+2].[Cl-]. The product is [Br:1][C:2]1[CH:3]=[C:4]([NH:10][C:11]2[CH:16]=[CH:15][C:14]([N:17]3[CH2:22][CH2:21][N:20]([CH:27]4[CH2:28][O:25][CH2:26]4)[CH2:19][C:18]3([CH3:24])[CH3:23])=[CH:13][N:12]=2)[C:5](=[O:9])[N:6]([CH3:8])[CH:7]=1. The yield is 0.780. (9) The reactants are [OH:1][CH:2]1[CH2:7][CH2:6][N:5]([C:8]#[N:9])[CH2:4][CH2:3]1.[OH:10][NH:11][C:12](=N)[CH:13]([CH3:15])[CH3:14].Cl. The catalyst is C(OCC)(=O)C.C(O)C.[Cl-].[Zn+2].[Cl-]. The product is [CH:13]([C:12]1[N:9]=[C:8]([N:5]2[CH2:6][CH2:7][CH:2]([OH:1])[CH2:3][CH2:4]2)[O:10][N:11]=1)([CH3:15])[CH3:14]. The yield is 0.350.